This data is from Full USPTO retrosynthesis dataset with 1.9M reactions from patents (1976-2016). The task is: Predict the reactants needed to synthesize the given product. (1) Given the product [Br:9][C:10]1[CH:11]=[C:12]([CH:13]2[C:21]3[C:22](=[O:27])[NH:23][N:24]([CH2:25][CH3:26])[C:20]=3[NH:19][C:5]3[CH2:6][O:1][CH2:2][C:3](=[O:8])[C:4]2=3)[CH:15]=[CH:16][C:17]=1[F:18], predict the reactants needed to synthesize it. The reactants are: [O:1]1[CH2:6][C:5](=O)[CH2:4][C:3](=[O:8])[CH2:2]1.[Br:9][C:10]1[CH:11]=[C:12]([CH:15]=[CH:16][C:17]=1[F:18])[CH:13]=O.[NH2:19][C:20]1[N:24]([CH2:25][CH3:26])[NH:23][C:22](=[O:27])[CH:21]=1. (2) Given the product [CH3:37][C:38]1[CH:46]=[CH:45][CH:44]=[CH:43][C:39]=1[C:40]([C:6]1[CH:11]=[CH:10][C:9]2[C:12]3([CH2:27][O:28][C:8]=2[CH:7]=1)[CH2:17][CH2:16][N:15]([CH2:18][CH2:19][C:20]([O:22][C:23]([CH3:26])([CH3:25])[CH3:24])=[O:21])[CH2:14][CH2:13]3)=[O:41], predict the reactants needed to synthesize it. The reactants are: C([Sn](CCCC)(CCCC)[C:6]1[CH:11]=[CH:10][C:9]2[C:12]3([CH2:27][O:28][C:8]=2[CH:7]=1)[CH2:17][CH2:16][N:15]([CH2:18][CH2:19][C:20]([O:22][C:23]([CH3:26])([CH3:25])[CH3:24])=[O:21])[CH2:14][CH2:13]3)CCC.[CH3:37][C:38]1[CH:46]=[CH:45][CH:44]=[CH:43][C:39]=1[C:40](Cl)=[O:41]. (3) Given the product [NH2:17][C:18]([CH2:39][OH:40])([CH2:19][CH2:20][C:21]1[CH:22]=[CH:23][C:24]([CH2:27][CH2:28][CH2:29][CH2:30][CH2:31][CH2:32][CH2:33][CH3:34])=[CH:25][CH:26]=1)[CH2:41][O:42][P:43](=[O:44])([OH:45])[OH:52], predict the reactants needed to synthesize it. The reactants are: C1C2C(COC(=O)[NH:17][C:18]([CH2:41][O:42][P:43]([O:52]C3C=CC=CC=3)([O:45]C3C=CC=CC=3)=[O:44])([CH2:39][OH:40])[CH2:19][CH2:20][C:21]3[CH:26]=[CH:25][C:24]([C:27](=O)[CH2:28][CH2:29][CH2:30][CH2:31][C:32]4C=CC=[CH:34][CH:33]=4)=[CH:23][CH:22]=3)C3C(=CC=CC=3)C=2C=CC=1.C(=O)=O. (4) Given the product [Cl:18][C:19]1[CH:24]=[CH:23][C:22]([CH2:25][CH2:26][N:7]2[C:8]3[C:4](=[CH:3][C:2]([CH3:1])=[CH:10][CH:9]=3)[C:5]3[C@H:16]4[NH:17][C@@H:12]([CH2:11][C:6]2=3)[CH2:13][CH2:14][CH2:15]4)=[CH:21][CH:20]=1, predict the reactants needed to synthesize it. The reactants are: [CH3:1][C:2]1[CH:3]=[C:4]2[C:8](=[CH:9][CH:10]=1)[NH:7][C:6]1[CH2:11][CH:12]3[NH:17][CH:16]([C:5]2=1)[CH2:15][CH2:14][CH2:13]3.[Cl:18][C:19]1[CH:24]=[CH:23][C:22]([CH:25]=[CH2:26])=[CH:21][CH:20]=1. (5) Given the product [CH:24]([O:26][CH2:27][CH2:28][O:29][NH:30][C:20]([C:10]1[C:9]([NH:8][C:5]2[CH:6]=[CH:7][C:2]([Br:1])=[CH:3][C:4]=2[Cl:23])=[C:18]([F:19])[C:13]2[N:14]=[CH:15][N:16]([CH3:17])[C:12]=2[CH:11]=1)=[O:22])=[CH2:25], predict the reactants needed to synthesize it. The reactants are: [Br:1][C:2]1[CH:7]=[CH:6][C:5]([NH:8][C:9]2[C:10]([C:20]([OH:22])=O)=[CH:11][C:12]3[N:16]([CH3:17])[CH:15]=[N:14][C:13]=3[C:18]=2[F:19])=[C:4]([Cl:23])[CH:3]=1.[CH:24]([O:26][CH2:27][CH2:28][O:29][NH2:30])=[CH2:25].C1C=CC2N(O)N=NC=2C=1.C(N(CC)CC)C.CCN=C=NCCCN(C)C. (6) Given the product [NH:6]1[CH:7]=[CH:8][C:4]([NH2:1])=[CH:5]1.[NH:43]1[CH:47]=[CH:46][C:45]([NH:48][C:21]([CH:18]2[CH2:19][CH2:20][N:15]([C:11]3[CH:10]=[C:9]([C:24]4[CH:29]=[CH:28][CH:27]=[CH:26][CH:25]=4)[CH:14]=[CH:13][CH:12]=3)[CH2:16][CH2:17]2)=[O:23])=[CH:44]1, predict the reactants needed to synthesize it. The reactants are: [N+:1]([C:4]1[CH:8]=[CH:7][NH:6][CH:5]=1)([O-])=O.[C:9]1([C:24]2[CH:29]=[CH:28][CH:27]=[CH:26][CH:25]=2)[CH:14]=[CH:13][CH:12]=[C:11]([N:15]2[CH2:20][CH2:19][CH:18]([C:21]([OH:23])=O)[CH2:17][CH2:16]2)[CH:10]=1.BrC1C=C(C2C=CC=CC=2)C=CC=1.[NH:43]1[CH:47]=[CH:46][C:45]([NH2:48])=[CH:44]1. (7) Given the product [Br:1][C:2]1[CH:7]=[C:6]2[NH:8][C:9](=[O:42])[C:10]3([CH:15]([C:16]4[CH:21]=[C:20]([Cl:22])[CH:19]=[CH:18][C:17]=4[O:23][C:24]([CH2:31][CH3:32])([C:27]([OH:29])=[O:28])[CH2:25][CH3:26])[CH2:14][C:13](=[O:33])[NH:12][CH:11]3[C:34]3[CH:39]=[C:38]([F:40])[CH:37]=[CH:36][C:35]=3[CH3:41])[C:5]2=[CH:4][CH:3]=1, predict the reactants needed to synthesize it. The reactants are: [Br:1][C:2]1[CH:7]=[C:6]2[NH:8][C:9](=[O:42])[C:10]3([CH:15]([C:16]4[CH:21]=[C:20]([Cl:22])[CH:19]=[CH:18][C:17]=4[O:23][C:24]([CH2:31][CH3:32])([C:27]([O:29]C)=[O:28])[CH2:25][CH3:26])[CH2:14][C:13](=[O:33])[NH:12][CH:11]3[C:34]3[CH:39]=[C:38]([F:40])[CH:37]=[CH:36][C:35]=3[CH3:41])[C:5]2=[CH:4][CH:3]=1.O[Li].O.O. (8) Given the product [F:45][C:5]1[CH:6]=[C:7]([CH:43]=[CH:44][C:4]=1[O:3][CH2:1][CH3:2])[CH2:8][C:9]1[C:10]([O:18][C@:19]2([O:37][C@H:36]([CH2:38][OH:39])[C@@H:31]([OH:32])[C@H:26]([OH:27])[C@H:21]2[OH:22])[OH:20])=[N:11][N:12]([CH:15]([CH3:17])[CH3:16])[C:13]=1[CH3:14], predict the reactants needed to synthesize it. The reactants are: [CH2:1]([O:3][C:4]1[CH:44]=[CH:43][C:7]([CH2:8][C:9]2[C:10]([O:18][C@:19]3([O:37][C@H:36]([CH2:38][O:39]C(=O)C)[C@@H:31]([O:32]C(=O)C)[C@H:26]([O:27]C(=O)C)[C@H:21]3[O:22]C(=O)C)[OH:20])=[N:11][N:12]([CH:15]([CH3:17])[CH3:16])[C:13]=2[CH3:14])=[CH:6][C:5]=1[F:45])[CH3:2].[Li+].[OH-]. (9) Given the product [C:33]([C:31]1[CH:30]=[CH:29][C:28]2[N:24]([CH2:23][CH2:22][O:21][C:18]3[CH:17]=[CH:16][C:15]([CH2:14][CH:9]([NH:8][C:50]([O:52][CH2:53][C:54]4[CH:59]=[CH:58][CH:57]=[CH:56][CH:55]=4)=[O:51])[C:10]([O:12][CH3:13])=[O:11])=[CH:20][CH:19]=3)[C:25](=[O:41])[S:26][C:27]=2[CH:32]=1)(=[O:40])[C:34]1[CH:35]=[CH:36][CH:37]=[CH:38][CH:39]=1, predict the reactants needed to synthesize it. The reactants are: FC(F)(F)C(O)=O.[NH2:8][CH:9]([CH2:14][C:15]1[CH:20]=[CH:19][C:18]([O:21][CH2:22][CH2:23][N:24]2[C:28]3[CH:29]=[CH:30][C:31]([C:33](=[O:40])[C:34]4[CH:39]=[CH:38][CH:37]=[CH:36][CH:35]=4)=[CH:32][C:27]=3[S:26][C:25]2=[O:41])=[CH:17][CH:16]=1)[C:10]([O:12][CH3:13])=[O:11].C(N(CC)CC)C.Cl[C:50]([O:52][CH2:53][C:54]1[CH:59]=[CH:58][CH:57]=[CH:56][CH:55]=1)=[O:51]. (10) Given the product [OH:20][CH:12]([CH2:13][CH2:14][CH2:15][CH2:16][CH2:17][CH2:18][CH3:19])[CH2:7][C:8]([OH:10])=[O:9], predict the reactants needed to synthesize it. The reactants are: C[Si](C)(C)Cl.Br[CH2:7][C:8]([O:10]C)=[O:9].[CH:12](=[O:20])[CH2:13][CH2:14][CH2:15][CH2:16][CH2:17][CH2:18][CH3:19].Cl.[OH-].[K+].